This data is from Full USPTO retrosynthesis dataset with 1.9M reactions from patents (1976-2016). The task is: Predict the reactants needed to synthesize the given product. (1) Given the product [OH:3][C:2]1[CH:8]2[CH2:9][CH:5]([CH2:6][CH2:7]2)[C:4](=[O:10])[C:1]=1[C:29](=[O:30])[C:28]1[CH:32]=[CH:33][C:25]([S:22]([CH3:21])(=[O:24])=[O:23])=[CH:26][C:27]=1[N+:34]([O-:36])=[O:35], predict the reactants needed to synthesize it. The reactants are: [CH2:1]=[C:2]1[CH:8]2[CH2:9][CH:5]([CH2:6][CH2:7]2)[C:4](=[O:10])[O:3]1.C(N(CC)CC)C.[C-]#N.[K+].[CH3:21][S:22]([C:25]1[CH:33]=[CH:32][C:28]([C:29](Cl)=[O:30])=[C:27]([N+:34]([O-:36])=[O:35])[CH:26]=1)(=[O:24])=[O:23].O=C1C2CC(CC2)C(OC(=O)C2C=CC(S(C)(=O)=O)=CC=2[N+]([O-])=O)=C1. (2) Given the product [F:1][C:2]1[CH:7]=[CH:6][C:5]([NH:8][C:9]2[N:14]3[N:15]=[CH:16][C:17]([C:18]([NH:45][S:42]([CH:39]4[CH2:41][CH2:40]4)(=[O:44])=[O:43])=[O:19])=[C:13]3[N:12]=[CH:11][C:10]=2[C:21]([N:23]2[CH2:24][CH2:25][C:26]3([C:32]4[CH:33]=[CH:34][CH:35]=[C:36]([F:37])[C:31]=4[O:30][CH2:29]3)[CH2:27][CH2:28]2)=[O:22])=[C:4]([CH3:38])[CH:3]=1, predict the reactants needed to synthesize it. The reactants are: [F:1][C:2]1[CH:7]=[CH:6][C:5]([NH:8][C:9]2[N:14]3[N:15]=[CH:16][C:17]([C:18](O)=[O:19])=[C:13]3[N:12]=[CH:11][C:10]=2[C:21]([N:23]2[CH2:28][CH2:27][C:26]3([C:32]4[CH:33]=[CH:34][CH:35]=[C:36]([F:37])[C:31]=4[O:30][CH2:29]3)[CH2:25][CH2:24]2)=[O:22])=[C:4]([CH3:38])[CH:3]=1.[CH:39]1([S:42]([NH2:45])(=[O:44])=[O:43])[CH2:41][CH2:40]1. (3) Given the product [CH:1]1([N:4]2[C:13]3[C:8](=[CH:9][C:10]([F:16])=[C:11]([Cl:15])[C:12]=3[F:14])[C:7](=[O:18])[C:6]([C:19]([O:21][CH2:22][CH3:23])=[O:20])=[CH:5]2)[CH2:2][CH2:3]1, predict the reactants needed to synthesize it. The reactants are: [CH:1]1([N:4]2[C:13]3[C:8](=[C:9](Cl)[C:10]([F:16])=[C:11]([Cl:15])[C:12]=3[F:14])[C:7](=[O:18])[C:6]([C:19]([O:21][CH2:22][CH3:23])=[O:20])=[CH:5]2)[CH2:3][CH2:2]1.C(N)C1C=CC=CC=1.C([O-])([O-])=O.[K+].[K+].